From a dataset of Catalyst prediction with 721,799 reactions and 888 catalyst types from USPTO. Predict which catalyst facilitates the given reaction. (1) Reactant: [CH2:1]([O:5][C:6]1[CH:11]=[CH:10][CH:9]=[CH:8][C:7]=1[CH2:12][C:13]#N)[CH2:2][CH:3]=[CH2:4].[OH-:15].[Na+].[OH2:17]. The catalyst class is: 14. Product: [CH2:1]([O:5][C:6]1[CH:11]=[CH:10][CH:9]=[CH:8][C:7]=1[CH2:12][C:13]([OH:17])=[O:15])[CH2:2][CH:3]=[CH2:4]. (2) Reactant: [Si:1]([O:8][C@H:9]([CH2:15][CH:16]([C:18]1[CH:23]=[C:22]([F:24])[CH:21]=[CH:20][C:19]=1[F:25])O)[CH2:10][NH:11][C:12](=[O:14])[O-:13])([C:4]([CH3:7])([CH3:6])[CH3:5])([CH3:3])[CH3:2].[CH3:26]S(Cl)(=O)=O.[CH2:31]1[CH2:41][CH2:40]N2C(=NCCC2)CC1. Product: [Si:1]([O:8][C@H:9]1[CH2:10][N:11]([C:12]([O:13][C:41]([CH3:31])([CH3:26])[CH3:40])=[O:14])[CH:16]([C:18]2[CH:23]=[C:22]([F:24])[CH:21]=[CH:20][C:19]=2[F:25])[CH2:15]1)([C:4]([CH3:7])([CH3:6])[CH3:5])([CH3:3])[CH3:2]. The catalyst class is: 2. (3) Reactant: [OH:1][C:2]1[CH:11]=[C:10]2[C:5]([C:6]([NH:15][C:16]3[CH:21]=[CH:20][CH:19]=[C:18]([CH2:22][OH:23])[C:17]=3[CH3:24])=[C:7]([C:12]([NH2:14])=[O:13])[CH:8]=[N:9]2)=[CH:4][C:3]=1[O:25][CH3:26].BrC[CH2:29][CH2:30][CH2:31][Cl:32].C([O-])([O-])=O.[Cs+].[Cs+]. Product: [Cl:32][CH2:31][CH2:30][CH2:29][O:1][C:2]1[CH:11]=[C:10]2[C:5]([C:6]([NH:15][C:16]3[CH:21]=[CH:20][CH:19]=[C:18]([CH2:22][OH:23])[C:17]=3[CH3:24])=[C:7]([C:12]([NH2:14])=[O:13])[CH:8]=[N:9]2)=[CH:4][C:3]=1[O:25][CH3:26]. The catalyst class is: 3. (4) Reactant: Cl[C:2]1[CH:13]=[C:12]([N+:14]([O-:16])=[O:15])[CH:11]=[CH:10][C:3]=1[O:4]C(C)C([O-])=O.ClC1C=C([N+]([O-])=O)C=CC=1O.C1(O)C=CC=CC=1.C1N(CCCS(O)(=O)=O)CCOC1.O=C1O[C@H]([C@H](CO)O)C([O-])=C1O.[Na+].O=C(CCC([O-])=O)C([O-])=O. Product: [N+:14]([C:12]1[CH:13]=[CH:2][C:3]([OH:4])=[CH:10][CH:11]=1)([O-:16])=[O:15]. The catalyst class is: 16. (5) Reactant: [NH2:1][C@@H:2]([CH2:13][CH:14]1[CH2:19][CH2:18][CH2:17][CH2:16][CH2:15]1)[CH2:3][N:4]([CH3:12])[C:5](=[O:11])[O:6][C:7]([CH3:10])([CH3:9])[CH3:8].CCN(C(C)C)C(C)C.[Cl:29][C:30]1[CH:31]=[C:32]([C@@H:36]([C@@H:45]2[CH2:50][CH2:49][CH2:48][NH:47][CH2:46]2)[O:37][CH2:38][CH2:39][NH:40][C:41](=[O:44])[O:42][CH3:43])[CH:33]=[CH:34][CH:35]=1.N1([C:56](N2C=CN=C2)=[S:57])C=CN=C1. Product: [Cl:29][C:30]1[CH:31]=[C:32]([C@@H:36]([C@@H:45]2[CH2:50][CH2:49][CH2:48][N:47]([C:56](=[S:57])[NH:1][C@H:2]([CH2:3][N:4]([CH3:12])[C:5]([O:6][C:7]([CH3:9])([CH3:10])[CH3:8])=[O:11])[CH2:13][CH:14]3[CH2:15][CH2:16][CH2:17][CH2:18][CH2:19]3)[CH2:46]2)[O:37][CH2:38][CH2:39][NH:40][C:41](=[O:44])[O:42][CH3:43])[CH:33]=[CH:34][CH:35]=1. The catalyst class is: 13. (6) Reactant: C([O:3][C:4]([C:6]1[C:7]([CH3:25])=[N:8][C:9]([NH:13][CH2:14][CH2:15][CH2:16][C:17]2[CH:22]=[CH:21][C:20]([CH3:23])=[C:19]([OH:24])[CH:18]=2)=[N:10][C:11]=1[CH3:12])=[O:5])C.O.[OH-].[Li+]. Product: [OH:24][C:19]1[CH:18]=[C:17]([CH2:16][CH2:15][CH2:14][NH:13][C:9]2[N:8]=[C:7]([CH3:25])[C:6]([C:4]([OH:5])=[O:3])=[C:11]([CH3:12])[N:10]=2)[CH:22]=[CH:21][C:20]=1[CH3:23]. The catalyst class is: 38.